From a dataset of Full USPTO retrosynthesis dataset with 1.9M reactions from patents (1976-2016). Predict the reactants needed to synthesize the given product. Given the product [C:39]1([CH:32]([C:33]2[CH:34]=[CH:35][CH:36]=[CH:37][CH:38]=2)[CH2:31][N:15]([CH2:16][C:17]2[CH:22]=[C:21]([C:23]([CH3:24])([CH3:25])[CH3:26])[CH:20]=[C:19]([C:27]([CH3:28])([CH3:29])[CH3:30])[CH:18]=2)[CH2:14][CH2:13][CH2:12][O:11][C:7]2[CH:6]=[C:5]([CH2:4][C:3]([OH:45])=[O:2])[CH:10]=[CH:9][CH:8]=2)[CH:44]=[CH:43][CH:42]=[CH:41][CH:40]=1, predict the reactants needed to synthesize it. The reactants are: C[O:2][C:3](=[O:45])[CH2:4][C:5]1[CH:10]=[CH:9][CH:8]=[C:7]([O:11][CH2:12][CH2:13][CH2:14][N:15]([CH2:31][CH:32]([C:39]2[CH:44]=[CH:43][CH:42]=[CH:41][CH:40]=2)[C:33]2[CH:38]=[CH:37][CH:36]=[CH:35][CH:34]=2)[CH2:16][C:17]2[CH:22]=[C:21]([C:23]([CH3:26])([CH3:25])[CH3:24])[CH:20]=[C:19]([C:27]([CH3:30])([CH3:29])[CH3:28])[CH:18]=2)[CH:6]=1.[OH-].[Na+].